Dataset: Full USPTO retrosynthesis dataset with 1.9M reactions from patents (1976-2016). Task: Predict the reactants needed to synthesize the given product. (1) Given the product [C:1]([C:4]1[CH:9]=[CH:8][C:7]([CH:10]=[CH:11][C:12]([OH:14])=[O:13])=[C:6]([CH3:17])[CH:5]=1)(=[O:3])[CH3:2], predict the reactants needed to synthesize it. The reactants are: [C:1]([C:4]1[CH:9]=[CH:8][C:7]([CH2:10][CH:11](Br)[C:12]([O:14]C)=[O:13])=[C:6]([CH3:17])[CH:5]=1)(=[O:3])[CH3:2].C[O-].[Na+].Cl.O. (2) Given the product [Cl:11][C:8]1[CH:9]=[CH:10][C:2]([NH:1][C:12](=[O:16])[CH:13]([CH3:15])[CH3:14])=[C:3]([CH:7]=1)[C:4]([OH:6])=[O:5], predict the reactants needed to synthesize it. The reactants are: [NH2:1][C:2]1[CH:10]=[CH:9][C:8]([Cl:11])=[CH:7][C:3]=1[C:4]([OH:6])=[O:5].[C:12](Cl)(=[O:16])[CH:13]([CH3:15])[CH3:14].O.